Dataset: Forward reaction prediction with 1.9M reactions from USPTO patents (1976-2016). Task: Predict the product of the given reaction. (1) Given the reactants [C:1]([C:3]1[CH:8]=[CH:7][C:6]([N:9]2[C:17]3[CH:16]=[CH:15][CH:14]=[C:13]([C:18]([OH:20])=O)[C:12]=3[C:11]([C:21]([F:24])([F:23])[F:22])=[N:10]2)=[CH:5][C:4]=1[NH:25][C@H:26]1[CH2:31][CH2:30][C@H:29]([OH:32])[CH2:28][CH2:27]1)#[N:2].[NH2:33][C:34]1[CH:39]=[CH:38][C:37]([F:40])=[CH:36][C:35]=1[NH2:41].F[B-](F)(F)F.C(OC(C(=NOC(N(C)C)=[N+](C)C)C#N)=O)C.C(N(C(C)C)CC)(C)C.[Cl-].[Na+], predict the reaction product. The product is: [NH2:41][C:35]1[CH:36]=[C:37]([F:40])[CH:38]=[CH:39][C:34]=1[NH:33][C:18]([C:13]1[C:12]2[C:11]([C:21]([F:24])([F:23])[F:22])=[N:10][N:9]([C:6]3[CH:7]=[CH:8][C:3]([C:1]#[N:2])=[C:4]([NH:25][C@H:26]4[CH2:27][CH2:28][C@H:29]([OH:32])[CH2:30][CH2:31]4)[CH:5]=3)[C:17]=2[CH:16]=[CH:15][CH:14]=1)=[O:20]. (2) The product is: [C:1]([O:5][C:6]([N:8]1[CH2:13][CH2:12][CH2:11][CH:10]([O:14][C:15]2[CH:20]=[CH:19][C:18]([C:21]#[N:22])=[C:17](/[CH:23]=[CH:29]/[N:30]([CH3:32])[CH3:31])[CH:16]=2)[CH2:9]1)=[O:7])([CH3:4])([CH3:3])[CH3:2]. Given the reactants [C:1]([O:5][C:6]([N:8]1[CH2:13][CH2:12][CH2:11][CH:10]([O:14][C:15]2[CH:20]=[CH:19][C:18]([C:21]#[N:22])=[C:17]([CH3:23])[CH:16]=2)[CH2:9]1)=[O:7])([CH3:4])([CH3:3])[CH3:2].C(O[CH:29](N(C)C)[N:30]([CH3:32])[CH3:31])(C)(C)C, predict the reaction product. (3) Given the reactants Br[C:2]1[CH:3]=[CH:4][C:5]([C:8]([CH:10]2[CH2:14][CH2:13][CH2:12][CH:11]2[C:15]([O:17][CH3:18])=[O:16])=[O:9])=[N:6][CH:7]=1.[N+:19]([C:22]1[CH:27]=[CH:26][C:25](B2OC(C)(C)C(C)(C)O2)=[CH:24][CH:23]=1)([O-:21])=[O:20].[F-].[K+], predict the reaction product. The product is: [N+:19]([C:22]1[CH:27]=[CH:26][C:25]([C:2]2[CH:3]=[CH:4][C:5]([C:8]([C@@H:10]3[CH2:14][CH2:13][CH2:12][C@H:11]3[C:15]([O:17][CH3:18])=[O:16])=[O:9])=[N:6][CH:7]=2)=[CH:24][CH:23]=1)([O-:21])=[O:20]. (4) Given the reactants Br[CH2:2][C:3](=O)[CH2:4][CH2:5][CH2:6][N:7]1[C:15](=[O:16])[C:14]2[C:9](=[CH:10][CH:11]=[CH:12][CH:13]=2)[C:8]1=[O:17].[C:19]([NH2:27])(=[NH:26])[C:20]1[CH:25]=[CH:24][CH:23]=[CH:22][CH:21]=1.C(=O)([O-])[O-].[K+].[K+], predict the reaction product. The product is: [C:20]1([C:19]2[NH:26][CH:2]=[C:3]([CH2:4][CH2:5][CH2:6][N:7]3[C:15](=[O:16])[C:14]4[C:9](=[CH:10][CH:11]=[CH:12][CH:13]=4)[C:8]3=[O:17])[N:27]=2)[CH:25]=[CH:24][CH:23]=[CH:22][CH:21]=1. (5) Given the reactants [CH3:1][O:2][C:3]1[C:4]([CH3:12])=[C:5]([CH:9]=[CH:10][CH:11]=1)[C:6]([OH:8])=[O:7].C1C(=O)N([Br:20])C(=O)C1.CC(N=NC(C#N)(C)C)(C#N)C, predict the reaction product. The product is: [Br:20][CH2:12][C:4]1[C:3]([O:2][CH3:1])=[CH:11][CH:10]=[CH:9][C:5]=1[C:6]([OH:8])=[O:7]. (6) Given the reactants N1C=CC=CC=1.[F:7][C:8]([F:20])([F:19])[C:9]([C:12]1[CH:17]=[CH:16][C:15]([OH:18])=[CH:14][CH:13]=1)([CH3:11])[CH3:10].[F:21][C:22]([F:35])([F:34])[S:23](O[S:23]([C:22]([F:35])([F:34])[F:21])(=[O:25])=[O:24])(=[O:25])=[O:24], predict the reaction product. The product is: [F:21][C:22]([F:35])([F:34])[S:23]([O:18][C:15]1[CH:16]=[CH:17][C:12]([C:9]([CH3:11])([CH3:10])[C:8]([F:19])([F:20])[F:7])=[CH:13][CH:14]=1)(=[O:25])=[O:24]. (7) Given the reactants [CH3:1][O:2][C:3]1[C:8]([C:9]([NH2:11])=O)=[C:7]([CH3:12])[N:6]=[C:5]([O:13][CH3:14])[CH:4]=1.[Li]CCCC.[CH2:20]([O:27][C:28]1[C:35]([CH3:36])=[CH:34][C:31]([C:32]#[N:33])=[CH:30][C:29]=1[CH3:37])[C:21]1[CH:26]=[CH:25][CH:24]=[CH:23][CH:22]=1, predict the reaction product. The product is: [CH2:20]([O:27][C:28]1[C:35]([CH3:36])=[CH:34][C:31]([C:32]2[CH:12]=[C:7]3[C:8]([C:3]([O:2][CH3:1])=[CH:4][C:5]([O:13][CH3:14])=[N:6]3)=[C:9]([NH2:11])[N:33]=2)=[CH:30][C:29]=1[CH3:37])[C:21]1[CH:26]=[CH:25][CH:24]=[CH:23][CH:22]=1. (8) Given the reactants Cl[C:2]1[N:7]=[C:6]([C:8]2[N:12]([CH3:13])[C:11]([CH3:14])=[N:10][CH:9]=2)[C:5]([F:15])=[CH:4][N:3]=1.[Cl:16][C:17]1[CH:18]=[C:19]([CH:21]=[C:22]([Cl:24])[CH:23]=1)[NH2:20], predict the reaction product. The product is: [Cl:16][C:17]1[CH:18]=[C:19]([NH:20][C:2]2[N:7]=[C:6]([C:8]3[N:12]([CH3:13])[C:11]([CH3:14])=[N:10][CH:9]=3)[C:5]([F:15])=[CH:4][N:3]=2)[CH:21]=[C:22]([Cl:24])[CH:23]=1. (9) The product is: [O:7]=[CH:8][C@@H:9]([C@H:11]([C@@H:13]([C@@H:15]([CH2:17][OH:18])[OH:16])[OH:14])[OH:12])[OH:10].[O:19]=[CH:20][C@@H:21]([C@H:23]([C@@H:25]([CH2:27][OH:28])[OH:26])[OH:24])[OH:22]. Given the reactants C(O)(=O)C(C)O.[O:7]=[CH:8][C@@H:9]([C@H:11]([C@@H:13]([C@@H:15]([CH2:17][OH:18])[OH:16])[OH:14])[OH:12])[OH:10].[O:19]=[CH:20][C@@H:21]([C@H:23]([C@@H:25]([CH2:27][OH:28])[OH:26])[OH:24])[OH:22].[OH-].[Na+], predict the reaction product.